Task: Predict the reaction yield, written as a fraction of the theoretical maximum amount of product (1.0 means a 100% yield; for example, 0.34 means a 34% yield).. Dataset: Reaction yield outcomes from USPTO patents with 853,638 reactions (1) The reactants are [CH3:1][N:2]1[C:6]([C:7]([C:9]2[CH:14]=[CH:13][CH:12]=[CH:11][CH:10]=2)=O)=[CH:5][N:4]=[C:3]1[CH3:15].Cl.[NH2:17][OH:18]. The catalyst is N1C=CC=CC=1. The product is [CH3:1][N:2]1[C:6]([C:7]([C:9]2[CH:14]=[CH:13][CH:12]=[CH:11][CH:10]=2)=[N:17][OH:18])=[CH:5][N:4]=[C:3]1[CH3:15]. The yield is 0.240. (2) The reactants are C(N(CC)C(C)C)(C)C.[F:10][C:11]1[CH:19]=[C:18]2[C:14]([C:15]([C:21]3[N:22]=[C:23]4[C:29]([C:30]([OH:32])=O)=[CH:28][N:27]([CH2:33][O:34][CH2:35][CH2:36][Si:37]([CH3:40])([CH3:39])[CH3:38])[C:24]4=[N:25][CH:26]=3)=[N:16][N:17]2[CH3:20])=[CH:13][CH:12]=1.CN(C(ON1N=NC2C=CC=NC1=2)=[N+](C)C)C.F[P-](F)(F)(F)(F)F.FC(F)(F)C(O)=O.[NH2:72][C@@H:73]([C:75]1[O:76][CH:77]=[C:78]([CH2:80][OH:81])[N:79]=1)[CH3:74]. The catalyst is CN(C=O)C. The product is [OH:81][CH2:80][C:78]1[N:79]=[C:75]([C@H:73]([NH:72][C:30]([C:29]2[C:23]3[C:24](=[N:25][CH:26]=[C:21]([C:15]4[C:14]5[C:18](=[CH:19][C:11]([F:10])=[CH:12][CH:13]=5)[N:17]([CH3:20])[N:16]=4)[N:22]=3)[N:27]([CH2:33][O:34][CH2:35][CH2:36][Si:37]([CH3:39])([CH3:38])[CH3:40])[CH:28]=2)=[O:32])[CH3:74])[O:76][CH:77]=1. The yield is 0.660.